Dataset: Full USPTO retrosynthesis dataset with 1.9M reactions from patents (1976-2016). Task: Predict the reactants needed to synthesize the given product. (1) The reactants are: [CH3:1][O:2][C:3](=[O:13])[C:4]1[CH:9]=[CH:8][C:7]([O:10][CH3:11])=[CH:6][C:5]=1[OH:12].[Al+3].[Cl-:15].[Cl-].[Cl-]. Given the product [CH3:1][O:2][C:3](=[O:13])[C:4]1[CH:9]=[C:8]([Cl:15])[C:7]([O:10][CH3:11])=[CH:6][C:5]=1[OH:12], predict the reactants needed to synthesize it. (2) Given the product [C:10]([C:3]1[C:4]2[C:9](=[CH:8][CH:7]=[CH:6][CH:5]=2)[N:1]([S:23]([C:20]2[CH:21]=[CH:22][C:17]([O:16][CH3:15])=[C:18]([N:27]3[CH2:28][CH2:29][N:30]([C:33](=[O:38])[C:34]([Cl:37])([Cl:35])[Cl:36])[CH2:31][CH2:32]3)[CH:19]=2)(=[O:24])=[O:25])[CH:2]=1)(=[O:12])[CH3:11], predict the reactants needed to synthesize it. The reactants are: [NH:1]1[C:9]2[C:4](=[CH:5][CH:6]=[CH:7][CH:8]=2)[C:3]([C:10](=[O:12])[CH3:11])=[CH:2]1.[H-].[Na+].[CH3:15][O:16][C:17]1[CH:22]=[CH:21][C:20]([S:23](Cl)(=[O:25])=[O:24])=[CH:19][C:18]=1[N:27]1[CH2:32][CH2:31][N:30]([C:33](=[O:38])[C:34]([Cl:37])([Cl:36])[Cl:35])[CH2:29][CH2:28]1. (3) Given the product [CH:6]1([N:12]2[CH2:13][CH2:14][N:15]([CH:18]([C:32]3[CH:37]=[CH:36][C:35]([O:38][CH3:39])=[CH:34][CH:33]=3)[CH2:19][NH:20][CH2:21][CH2:22][C:23]3[CH:28]=[C:27]([CH3:29])[CH:26]=[C:25]([CH3:30])[CH:24]=3)[CH2:16][CH2:17]2)[CH2:11][CH2:10][CH2:9][CH2:8][CH2:7]1, predict the reactants needed to synthesize it. The reactants are: O1CCCC1.[CH:6]1([N:12]2[CH2:17][CH2:16][N:15]([CH:18]([C:32]3[CH:37]=[CH:36][C:35]([O:38][CH3:39])=[CH:34][CH:33]=3)[CH2:19][NH:20][C:21](=O)[CH2:22][C:23]3[CH:28]=[C:27]([CH3:29])[CH:26]=[C:25]([CH3:30])[CH:24]=3)[CH2:14][CH2:13]2)[CH2:11][CH2:10][CH2:9][CH2:8][CH2:7]1. (4) The reactants are: [N+](C1C=CC(C2[S:14]C(CCC(OC)=O)=NC=2)=CC=1)([O-])=O.[CH3:21][C:22]([CH3:44])([CH2:27][CH2:28][C:29]([NH:31][CH2:32][C:33]([C:35]1[CH:40]=[CH:39][C:38]([N+:41]([O-:43])=[O:42])=[CH:37][CH:36]=1)=O)=O)[C:23]([O:25][CH3:26])=[O:24].COC1C=CC(P2(SP(C3C=CC(OC)=CC=3)(=S)S2)=S)=CC=1. Given the product [CH3:21][C:22]([CH3:44])([CH2:27][CH2:28][C:29]1[S:14][C:33]([C:35]2[CH:40]=[CH:39][C:38]([N+:41]([O-:43])=[O:42])=[CH:37][CH:36]=2)=[CH:32][N:31]=1)[C:23]([O:25][CH3:26])=[O:24], predict the reactants needed to synthesize it. (5) Given the product [CH:23]1([CH2:29][N:30]([CH2:31][CH2:32][CH2:33][CH2:34][CH2:35][CH2:36][CH3:37])[C:12](=[O:14])[CH2:11][O:10][C:9]2[CH:8]=[CH:7][C:6]([CH2:5][C@H:4]([O:3][CH2:1][CH3:2])[C:17]([O:19][CH2:20][CH3:21])=[O:18])=[CH:16][CH:15]=2)[CH2:28][CH2:27][CH2:26][CH2:25][CH2:24]1, predict the reactants needed to synthesize it. The reactants are: [CH2:1]([O:3][C@H:4]([C:17]([O:19][CH2:20][CH3:21])=[O:18])[CH2:5][C:6]1[CH:16]=[CH:15][C:9]([O:10][CH2:11][C:12]([OH:14])=O)=[CH:8][CH:7]=1)[CH3:2].Cl.[CH:23]1([CH2:29][NH:30][CH2:31][CH2:32][CH2:33][CH2:34][CH2:35][CH2:36][CH3:37])[CH2:28][CH2:27][CH2:26][CH2:25][CH2:24]1.Cl.C(N=C=NCCCN(C)C)C. (6) Given the product [Si:5]([O:8][C:9]1[CH:12]([C:13]2[CH:18]=[CH:17][C:16]([F:19])=[CH:15][CH:14]=2)[CH:21]([C:20]([O:29][CH2:30][CH3:31])=[O:28])[CH:22]([C:23]([O:25][CH2:26][CH3:27])=[O:24])[CH2:11][CH:10]=1)([C:1]([CH3:2])([CH3:3])[CH3:4])([CH3:7])[CH3:6], predict the reactants needed to synthesize it. The reactants are: [C:1]([Si:5]([O:8]/[C:9](=[CH:12]\[C:13]1[CH:18]=[CH:17][C:16]([F:19])=[CH:15][CH:14]=1)/[CH:10]=[CH2:11])([CH3:7])[CH3:6])([CH3:4])([CH3:3])[CH3:2].[C:20]([O:29][CH2:30][CH3:31])(=[O:28])/[CH:21]=[CH:22]/[C:23]([O:25][CH2:26][CH3:27])=[O:24].